Predict the reaction yield, written as a fraction of the theoretical maximum amount of product (1.0 means a 100% yield; for example, 0.34 means a 34% yield). From a dataset of Reaction yield outcomes from USPTO patents with 853,638 reactions. (1) The reactants are [F:1][C:2]1[CH:3]=[C:4]([N+:9]([O-:11])=[O:10])[CH:5]=[CH:6][C:7]=1F.[CH3:12][C:13]1[N:17]=[CH:16][NH:15][N:14]=1.O.O.O.P([O-])([O-])(O)=O.[K+].[K+]. The catalyst is CS(C)=O. The product is [F:1][C:2]1[CH:3]=[C:4]([N+:9]([O-:11])=[O:10])[CH:5]=[CH:6][C:7]=1[N:14]1[C:13]([CH3:12])=[N:17][CH:16]=[N:15]1. The yield is 0.220. (2) The reactants are C1C(C(N)=[O:8])=C[N:31]([CH:29]2[O:30][CH:26]([CH2:25][O:8]P(OP(O[CH2:25][CH:26]3[O:30][CH:29]([N:31]4C5N=CN=C(N)C=5N=C4)[CH:28](OP([O-])([O-])=O)[CH:27]3O)([O-])=O)([O-])=O)[CH:27](O)[CH:28]2O)C=C1.[Na+].[Na+].[Na+].[Na+].[CH2:53](N([CH2:64][CH2:65][CH2:64][CH3:65])[CH2:53][CH2:54][CH2:55]C)[CH2:54][CH2:55]C.[C:66]1([N:72]=[C:73]=[O:74])[CH:71]=[CH:70][CH:69]=[CH:68][CH:67]=1.[CH:75](O)([CH3:77])[CH3:76]. The catalyst is O.CN(C=O)C. The product is [C:26]1([O:30][C:29](=[O:74])[NH2:31])[CH:25]=[CH:65][CH:64]=[CH:28][CH:27]=1.[C:66]1([N:72]([C:75]2[CH:77]=[CH:55][CH:54]=[CH:53][CH:76]=2)[C:73](=[O:8])[O-:74])[CH:71]=[CH:70][CH:69]=[CH:68][CH:67]=1. The yield is 0.270. (3) The reactants are Br[C:2]1[S:3][C:4]([C:8]2[N:12]=[CH:11][N:10]([CH2:13][O:14][CH2:15][CH2:16][Si:17]([CH3:20])([CH3:19])[CH3:18])[N:9]=2)=[C:5]([Br:7])[N:6]=1.[Cl-].[Li+].O1CCOCC1.[CH2:29]([Sn](CCCC)(CCCC)C#CC)[CH2:30][CH2:31]C. The catalyst is C(Cl)Cl.[Cu]I.C1C=CC([P]([Pt]([P](C2C=CC=CC=2)(C2C=CC=CC=2)C2C=CC=CC=2)([P](C2C=CC=CC=2)(C2C=CC=CC=2)C2C=CC=CC=2)[P](C2C=CC=CC=2)(C2C=CC=CC=2)C2C=CC=CC=2)(C2C=CC=CC=2)C2C=CC=CC=2)=CC=1. The product is [Br:7][C:5]1[N:6]=[C:2]([C:29]#[C:30][CH3:31])[S:3][C:4]=1[C:8]1[N:12]=[CH:11][N:10]([CH2:13][O:14][CH2:15][CH2:16][Si:17]([CH3:20])([CH3:19])[CH3:18])[N:9]=1. The yield is 0.760. (4) The product is [F:26][C:2]([F:25])([F:1])[C@H:3]([N:12]1[CH2:16][CH2:15][C@H:14]([NH:17][C:18](=[O:24])[O:19][C:20]([CH3:22])([CH3:23])[CH3:21])[CH2:13]1)[C:4]1[CH:9]=[CH:8][C:7]2[N:6]([C:42]([C:38]3[CH:37]=[CH:36][C:35]4[C:40](=[CH:41][C:32]([O:31][CH2:30][CH2:29][O:28][CH3:27])=[CH:33][CH:34]=4)[N:39]=3)=[N:11][N:10]=2)[CH:5]=1. The yield is 0.630. The reactants are [F:1][C:2]([F:26])([F:25])[C@H:3]([N:12]1[CH2:16][CH2:15][C@H:14]([NH:17][C:18](=[O:24])[O:19][C:20]([CH3:23])([CH3:22])[CH3:21])[CH2:13]1)[C:4]1[CH:5]=[N:6][C:7]([NH:10][NH2:11])=[CH:8][CH:9]=1.[CH3:27][O:28][CH2:29][CH2:30][O:31][C:32]1[CH:41]=[C:40]2[C:35]([CH:36]=[CH:37][C:38]([CH:42]=O)=[N:39]2)=[CH:34][CH:33]=1.C(O)C.C(O)(=O)C.C(O)(=O)C.I(C1C=CC=CC=1)=O.C(=O)(O)[O-].[Na+]. The catalyst is C(OCC)(=O)C. (5) The reactants are [S-:1][C:2]#[N:3].[NH4+].[CH3:5][C:6]1[CH:7]=[C:8]([CH:10]=[C:11]([CH3:13])[CH:12]=1)[NH2:9].O.C(=O)(O)[O-].[Na+]. The catalyst is CN(C)C=O. The product is [NH2:9][C:8]1[CH:10]=[C:11]([CH3:13])[C:12]([S:1][C:2]#[N:3])=[C:6]([CH3:5])[CH:7]=1. The yield is 0.720. (6) The reactants are [Cl:1][C:2]1[CH:3]=[C:4]([C:8]2[CH:9]=[CH:10][C:11]3[C:17]([F:19])([F:18])[CH2:16][CH2:15][CH2:14][N:13](C(OC(C)(C)C)=O)[C:12]=3[N:27]=2)[CH:5]=[CH:6][CH:7]=1. The catalyst is Cl.CO. The product is [Cl:1][C:2]1[CH:3]=[C:4]([C:8]2[CH:9]=[CH:10][C:11]3[C:17]([F:19])([F:18])[CH2:16][CH2:15][CH2:14][NH:13][C:12]=3[N:27]=2)[CH:5]=[CH:6][CH:7]=1. The yield is 0.930. (7) The reactants are Br[C:2]1[C:7]([CH3:8])=[CH:6][C:5]([N+:9]([O-:11])=[O:10])=[CH:4][N:3]=1.[CH3:12][O:13][C:14]1[CH:15]=[C:16](B(O)O)[CH:17]=[CH:18][CH:19]=1. No catalyst specified. The product is [CH3:12][O:13][C:14]1[CH:19]=[C:18]([C:2]2[C:7]([CH3:8])=[CH:6][C:5]([N+:9]([O-:11])=[O:10])=[CH:4][N:3]=2)[CH:17]=[CH:16][CH:15]=1. The yield is 0.720. (8) The reactants are C([O:4][C@H:5]1[CH2:22][CH2:21][C@@:20]2([CH3:23])[C@@H:7]([CH2:8][CH2:9][C@:10]3([CH3:42])[C@@H:19]2[CH2:18][CH2:17][C@H:16]2[C@@:11]3([CH3:41])[CH2:12][CH2:13][C@@:14]3([CH2:31][CH2:32][NH:33][C:34]([O:36][C:37]([CH3:40])([CH3:39])[CH3:38])=[O:35])[CH2:26][C:25](=[O:27])[C:24]([CH:28]([CH3:30])[CH3:29])=[C:15]32)[C:6]1([CH3:44])[CH3:43])(=O)C.[OH-].[Na+].O.CCOC(C)=O. The catalyst is CO.C1COCC1. The product is [C:37]([O:36][C:34](=[O:35])[NH:33][CH2:32][CH2:31][C@:14]12[CH2:26][C:25](=[O:27])[C:24]([CH:28]([CH3:29])[CH3:30])=[C:15]1[C@@H:16]1[C@@:11]([CH3:41])([CH2:12][CH2:13]2)[C@@:10]2([CH3:42])[C@@H:19]([C@:20]3([CH3:23])[C@@H:7]([CH2:8][CH2:9]2)[C:6]([CH3:43])([CH3:44])[C@@H:5]([OH:4])[CH2:22][CH2:21]3)[CH2:18][CH2:17]1)([CH3:38])([CH3:39])[CH3:40]. The yield is 0.830. (9) The reactants are [OH:1][C:2]1[CH:3]=[C:4]([CH:7]=[CH:8][CH:9]=1)[CH:5]=[O:6].[Br:10]Br. The catalyst is C(Cl)Cl. The product is [Br:10][C:7]1[CH:8]=[CH:9][C:2]([OH:1])=[CH:3][C:4]=1[CH:5]=[O:6]. The yield is 0.630.